From a dataset of Catalyst prediction with 721,799 reactions and 888 catalyst types from USPTO. Predict which catalyst facilitates the given reaction. (1) Reactant: [NH:1]1[CH2:6][CH2:5][O:4][CH2:3][CH2:2]1.Cl[C:8]1[C:13]([N+:14]([O-:16])=[O:15])=[CH:12][C:11]([N+:17]([O-:19])=[O:18])=[CH:10][C:9]=1[C:20]([F:23])([F:22])[F:21]. Product: [O:4]1[CH2:5][CH2:6][N:1]([C:8]2[C:9]([C:20]([F:22])([F:23])[F:21])=[CH:10][C:11]([N+:17]([O-:19])=[O:18])=[CH:12][C:13]=2[N+:14]([O-:16])=[O:15])[CH2:2][CH2:3]1. The catalyst class is: 4. (2) Product: [N:19]1([C:17]2[CH:16]=[CH:15][N:14]=[C:13]([NH:12][CH:9]3[CH2:8][CH2:7][C:6](=[O:5])[CH2:11][CH2:10]3)[N:18]=2)[C:27]2[C:22](=[CH:23][CH:24]=[CH:25][CH:26]=2)[CH:21]=[N:20]1. The catalyst class is: 1. Reactant: Cl.O1[C:6]2([CH2:11][CH2:10][CH:9]([NH:12][C:13]3[N:18]=[C:17]([N:19]4[C:27]5[C:22](=[CH:23][CH:24]=[CH:25][CH:26]=5)[CH:21]=[N:20]4)[CH:16]=[CH:15][N:14]=3)[CH2:8][CH2:7]2)[O:5]CC1.[OH-].[Na+]. (3) Reactant: [CH:1]1([N:7]2[CH2:12][CH2:11][N:10]([C:13]3[S:17][C:16]([NH:18][C:19](=[O:28])[C:20]4[CH:25]=[CH:24][C:23](C=O)=[CH:22][CH:21]=4)=[N:15][C:14]=3[C:29]3[CH:34]=[CH:33][C:32]([F:35])=[CH:31][CH:30]=3)[CH2:9][CH2:8]2)[CH2:6][CH2:5][CH2:4][CH2:3][CH2:2]1.[CH2:36]([N:38](CC)CC)C.Cl[C:44]([O:46][CH3:47])=[O:45]. Product: [CH:1]1([N:7]2[CH2:8][CH2:9][N:10]([C:13]3[S:17][C:16]([NH:18][C:19](=[O:28])[C:20]4[CH:21]=[CH:22][C:23]([CH2:36][NH:38][C:44]([O:46][CH3:47])=[O:45])=[CH:24][CH:25]=4)=[N:15][C:14]=3[C:29]3[CH:30]=[CH:31][C:32]([F:35])=[CH:33][CH:34]=3)[CH2:11][CH2:12]2)[CH2:6][CH2:5][CH2:4][CH2:3][CH2:2]1. The catalyst class is: 1. (4) Reactant: [C:1]([C:3]1[C:4]([CH2:29][CH:30]([CH3:32])[CH3:31])=[N:5][C:6]2[C:11]([C:12]=1[C:13]1[CH:18]=[CH:17][C:16]([CH3:19])=[CH:15][CH:14]=1)=[CH:10][C:9]([NH:20][CH2:21][C:22]([O:24][C:25](C)(C)C)=[O:23])=[CH:8][CH:7]=2)#[N:2].FC(F)(F)C(O)=O.CI.C(=O)([O-])[O-].[K+].[K+]. Product: [C:1]([C:3]1[C:4]([CH2:29][CH:30]([CH3:32])[CH3:31])=[N:5][C:6]2[C:11]([C:12]=1[C:13]1[CH:14]=[CH:15][C:16]([CH3:19])=[CH:17][CH:18]=1)=[CH:10][C:9]([NH:20][CH2:21][C:22]([O:24][CH3:25])=[O:23])=[CH:8][CH:7]=2)#[N:2]. The catalyst class is: 7. (5) Reactant: [Cl:1][C:2]1[C:7]2[NH:8][CH:9]=[CH:10][C:6]=2[C:5]([C:11]([OH:13])=O)=[CH:4][N:3]=1.C(N1CCOCC1)C.[O:22]1[CH2:27][CH2:26][CH:25]([CH2:28][NH2:29])[CH2:24][CH2:23]1.O.ON1C2C=CC=CC=2N=N1.Cl.CN(C)CCCN=C=NCC. Product: [O:22]1[CH2:27][CH2:26][CH:25]([CH2:28][NH:29][C:11]([C:5]2[C:6]3[CH:10]=[CH:9][NH:8][C:7]=3[C:2]([Cl:1])=[N:3][CH:4]=2)=[O:13])[CH2:24][CH2:23]1. The catalyst class is: 9. (6) Reactant: C([O:4][CH2:5][C:6]1([C:17]([O:19][CH2:20][CH3:21])=[O:18])[CH2:9][N:8]([CH2:10][C:11]2[CH:16]=[CH:15][CH:14]=[CH:13][CH:12]=2)[CH2:7]1)(=O)C.C(=O)([O-])[O-].[K+].[K+]. Product: [CH2:10]([N:8]1[CH2:9][C:6]([CH2:5][OH:4])([C:17]([O:19][CH2:20][CH3:21])=[O:18])[CH2:7]1)[C:11]1[CH:16]=[CH:15][CH:14]=[CH:13][CH:12]=1. The catalyst class is: 8. (7) Reactant: N1C=CC=CC=1.[C:7]1([S:13][CH:14]=[CH:15][C:16](Cl)=[O:17])[CH:12]=[CH:11][CH:10]=[CH:9][CH:8]=1.Cl.[CH2:20]([O:27][NH2:28])[C:21]1[CH:26]=[CH:25][CH:24]=[CH:23][CH:22]=1. Product: [CH2:20]([O:27][NH:28][C:16](=[O:17])[CH:15]=[CH:14][S:13][C:7]1[CH:12]=[CH:11][CH:10]=[CH:9][CH:8]=1)[C:21]1[CH:26]=[CH:25][CH:24]=[CH:23][CH:22]=1. The catalyst class is: 1. (8) Reactant: [C:1]([NH:5][C:6](=[O:35])[C:7]1[CH:12]=[CH:11][CH:10]=[C:9]([O:13][C:14]2[CH:19]=[CH:18][C:17]([NH:20][C:21]3[C:31]4[CH:30]=[C:29]([CH:32]=O)[CH2:28][CH2:27][NH:26][C:25]=4[N:24]=[CH:23][N:22]=3)=[CH:16][C:15]=2[Cl:34])[CH:8]=1)([CH3:4])([CH3:3])[CH3:2].Cl.Cl.[NH2:38][O:39][CH2:40][CH2:41][N:42]([CH3:44])[CH3:43].C([O-])(=O)C.[Na+]. Product: [C:1]([NH:5][C:6](=[O:35])[C:7]1[CH:12]=[CH:11][CH:10]=[C:9]([O:13][C:14]2[CH:19]=[CH:18][C:17]([NH:20][C:21]3[C:31]4[CH:30]=[C:29]([CH:32]=[N:38][O:39][CH2:40][CH2:41][N:42]([CH3:44])[CH3:43])[CH2:28][CH2:27][NH:26][C:25]=4[N:24]=[CH:23][N:22]=3)=[CH:16][C:15]=2[Cl:34])[CH:8]=1)([CH3:4])([CH3:2])[CH3:3]. The catalyst class is: 8. (9) Reactant: [Br:1][C:2]1[CH:7]=[CH:6][CH:5]=[C:4]([Br:8])[C:3]=1[OH:9].[C:10](=O)([O-])[O-].[K+].[K+].IC. Product: [Br:1][C:2]1[CH:7]=[CH:6][CH:5]=[C:4]([Br:8])[C:3]=1[O:9][CH3:10]. The catalyst class is: 21. (10) Reactant: C([O:3][C:4](=[O:52])[C:5]([CH3:51])([CH3:50])[CH2:6][C:7]1[N:8]([CH2:35][C:36]2[CH:41]=[CH:40][C:39]([C:42]3[N:43]=[N:44][C:45]([O:48][CH3:49])=[CH:46][CH:47]=3)=[CH:38][CH:37]=2)[C:9]2[C:14]([C:15]=1[S:16][C:17]([CH3:20])([CH3:19])[CH3:18])=[CH:13][C:12]([O:21][CH2:22][C@@H:23]1[CH2:31][C:30]3[C:25](=[CH:26][CH:27]=[CH:28][CH:29]=3)[N:24]1[C:32](=[O:34])[CH3:33])=[CH:11][CH:10]=2)C.C1COCC1.[OH-].[Li+].C(O)(=O)CC(CC(O)=O)(C(O)=O)O. Product: [C:32]([N:24]1[C:25]2[C:30](=[CH:29][CH:28]=[CH:27][CH:26]=2)[CH2:31][C@H:23]1[CH2:22][O:21][C:12]1[CH:13]=[C:14]2[C:9](=[CH:10][CH:11]=1)[N:8]([CH2:35][C:36]1[CH:41]=[CH:40][C:39]([C:42]3[N:43]=[N:44][C:45]([O:48][CH3:49])=[CH:46][CH:47]=3)=[CH:38][CH:37]=1)[C:7]([CH2:6][C:5]([CH3:50])([CH3:51])[C:4]([OH:52])=[O:3])=[C:15]2[S:16][C:17]([CH3:20])([CH3:19])[CH3:18])(=[O:34])[CH3:33]. The catalyst class is: 24.